This data is from Full USPTO retrosynthesis dataset with 1.9M reactions from patents (1976-2016). The task is: Predict the reactants needed to synthesize the given product. (1) Given the product [OH:10][C:8]1[CH:9]=[C:4]([CH:5]=[CH:6][CH:7]=1)[C:2](=[O:3])[CH:1]=[CH:17][C:16]1[CH:19]=[CH:20][C:13]([O:12][CH3:11])=[CH:14][CH:15]=1, predict the reactants needed to synthesize it. The reactants are: [CH3:1][C:2]([C:4]1[CH:5]=[CH:6][CH:7]=[C:8]([OH:10])[CH:9]=1)=[O:3].[CH3:11][O:12][C:13]1[CH:20]=[CH:19][C:16]([CH:17]=O)=[CH:15][CH:14]=1.[OH-].[Na+].[K+].[Br-]. (2) Given the product [CH2:1]([O:8][C:9]1[CH:10]=[CH:11][C:12]([CH2:15][C@@H:16]([NH:33][C:34]([O:36][C:37]([CH3:40])([CH3:39])[CH3:38])=[O:35])[C:17]([NH:19][C:20]2[CH:21]=[CH:22][C:23]([CH2:26][CH2:27][CH2:28][C:29]([OH:31])=[O:30])=[CH:24][CH:25]=2)=[O:18])=[N:13][CH:14]=1)[C:2]1[CH:3]=[CH:4][CH:5]=[CH:6][CH:7]=1, predict the reactants needed to synthesize it. The reactants are: [CH2:1]([O:8][C:9]1[CH:10]=[CH:11][C:12]([CH2:15][CH:16]([NH:33][C:34]([O:36][C:37]([CH3:40])([CH3:39])[CH3:38])=[O:35])[C:17]([NH:19][C:20]2[CH:25]=[CH:24][C:23]([CH2:26][CH2:27][CH2:28][C:29]([O:31]C)=[O:30])=[CH:22][CH:21]=2)=[O:18])=[N:13][CH:14]=1)[C:2]1[CH:7]=[CH:6][CH:5]=[CH:4][CH:3]=1.[OH-].[Li+]. (3) The reactants are: C(N(CC)C(C)C)(C)C.[Cl:10][C:11]1[CH:12]=[C:13]([N:18]2[C:22]([C:23]3[CH:24]=[N:25][CH:26]=[C:27]([O:29][CH3:30])[CH:28]=3)=[CH:21][C:20]([C:31](O)=[O:32])=[N:19]2)[CH:14]=[CH:15][C:16]=1[F:17].[O:34]=[C:35]1[CH2:40][NH:39][CH2:38][CH2:37][NH:36]1.CN(C(ON1N=NC2C=CC=NC1=2)=[N+](C)C)C.F[P-](F)(F)(F)(F)F. Given the product [Cl:10][C:11]1[CH:12]=[C:13]([N:18]2[C:22]([C:23]3[CH:24]=[N:25][CH:26]=[C:27]([O:29][CH3:30])[CH:28]=3)=[CH:21][C:20]([C:31]([N:39]3[CH2:38][CH2:37][NH:36][C:35](=[O:34])[CH2:40]3)=[O:32])=[N:19]2)[CH:14]=[CH:15][C:16]=1[F:17], predict the reactants needed to synthesize it. (4) Given the product [C:30]([O:29][C:27]([N:14]1[CH2:15][CH2:16][CH2:17][CH:12]([N:7]([C:1]2[CH:2]=[CH:3][CH:4]=[CH:5][CH:6]=2)[C:8](=[O:11])[CH2:9][CH3:10])[CH2:13]1)=[O:28])([CH3:33])([CH3:32])[CH3:31], predict the reactants needed to synthesize it. The reactants are: [C:1]1([N:7]([CH:12]2[CH2:17][CH2:16][CH2:15][NH:14][CH2:13]2)[C:8](=[O:11])[CH2:9][CH3:10])[CH:6]=[CH:5][CH:4]=[CH:3][CH:2]=1.CCN(C(C)C)C(C)C.[C:27](O[C:27]([O:29][C:30]([CH3:33])([CH3:32])[CH3:31])=[O:28])([O:29][C:30]([CH3:33])([CH3:32])[CH3:31])=[O:28]. (5) Given the product [C:1]([C:5]1[CH:18]=[CH:17][C:8]([O:9][CH2:10][C@H:11]2[O:15][C:14]3=[N:16][C:19](=[O:22])[CH:20]=[CH:21][N:13]3[CH2:12]2)=[CH:7][CH:6]=1)([CH3:4])([CH3:2])[CH3:3], predict the reactants needed to synthesize it. The reactants are: [C:1]([C:5]1[CH:18]=[CH:17][C:8]([O:9][CH2:10][C@H:11]2[O:15][C:14]([NH2:16])=[N:13][CH2:12]2)=[CH:7][CH:6]=1)([CH3:4])([CH3:3])[CH3:2].[C:19](OCC)(=[O:22])[C:20]#[CH:21]. (6) Given the product [CH3:11][O:12][C:13](=[O:20])[CH:14]([NH:15][C:8](=[O:10])[CH:7]=[CH:6][C:2]1[S:1][CH:5]=[CH:4][CH:3]=1)[CH2:16][CH:17]([CH3:19])[CH3:18], predict the reactants needed to synthesize it. The reactants are: [S:1]1[CH:5]=[CH:4][CH:3]=[C:2]1[CH:6]=[CH:7][C:8]([OH:10])=O.[CH3:11][O:12][C:13](=[O:20])[C@@H:14]([CH2:16][CH:17]([CH3:19])[CH3:18])[NH2:15]. (7) Given the product [O:1]1[C:5]2[CH:6]=[CH:7][C:8]([C:10]3([C:13]([NH:15][C:16]4[CH:21]=[CH:20][C:19]([CH:22]([O:31][CH2:37][CH2:36][N:35]([CH:39]([CH3:41])[CH3:40])[CH:32]([CH3:34])[CH3:33])[C:23]5[CH:28]=[CH:27][CH:26]=[CH:25][C:24]=5[O:29][CH3:30])=[CH:18][N:17]=4)=[O:14])[CH2:12][CH2:11]3)=[CH:9][C:4]=2[O:3][CH2:2]1, predict the reactants needed to synthesize it. The reactants are: [O:1]1[C:5]2[CH:6]=[CH:7][C:8]([C:10]3([C:13]([NH:15][C:16]4[CH:21]=[CH:20][C:19]([CH:22]([OH:31])[C:23]5[CH:28]=[CH:27][CH:26]=[CH:25][C:24]=5[O:29][CH3:30])=[CH:18][N:17]=4)=[O:14])[CH2:12][CH2:11]3)=[CH:9][C:4]=2[O:3][CH2:2]1.[CH:32]([N:35]([CH:39]([CH3:41])[CH3:40])[CH2:36][CH2:37]O)([CH3:34])[CH3:33].O1C2C=CC(C3(C(NC4C=CC(C(OCCCO)C5C=CC=CC=5OC)=CN=4)=O)CC3)=CC=2OC1. (8) Given the product [NH2:1][C@H:2]([C:14]([NH:16][C:17]1[CH:26]=[C:25]2[C:20]([C:21]([CH3:28])=[CH:22][C:23](=[O:27])[O:24]2)=[CH:19][CH:18]=1)=[O:15])[CH2:3][CH2:4][CH2:5][NH:6][C:7]([O:9][C:10]([CH3:11])([CH3:12])[CH3:13])=[O:8], predict the reactants needed to synthesize it. The reactants are: [NH:1](C(OCC1C2C(=CC=CC=2)C2C1=CC=CC=2)=O)[C@H:2]([C:14]([NH:16][C:17]1[CH:26]=[C:25]2[C:20]([C:21]([CH3:28])=[CH:22][C:23](=[O:27])[O:24]2)=[CH:19][CH:18]=1)=[O:15])[CH2:3][CH2:4][CH2:5][NH:6][C:7]([O:9][C:10]([CH3:13])([CH3:12])[CH3:11])=[O:8].C(S)CCCCCCC.C1CCN2C(=NCCC2)CC1.C(O)(=O)C. (9) Given the product [Br:1][C:2]1[CH:7]=[C:6]([O:8][Si:24]([C:20]([CH3:23])([CH3:22])[CH3:21])([CH3:26])[CH3:25])[CH:5]=[CH:4][C:3]=1[CH2:9][C:10]([O:12][CH2:13][C:14]1[CH:15]=[CH:16][CH:17]=[CH:18][CH:19]=1)=[O:11], predict the reactants needed to synthesize it. The reactants are: [Br:1][C:2]1[CH:7]=[C:6]([OH:8])[CH:5]=[CH:4][C:3]=1[CH2:9][C:10]([O:12][CH2:13][C:14]1[CH:19]=[CH:18][CH:17]=[CH:16][CH:15]=1)=[O:11].[C:20]([Si:24](Cl)([CH3:26])[CH3:25])([CH3:23])([CH3:22])[CH3:21]. (10) Given the product [CH3:1][NH:2][S:15]([C:12]1[CH:13]=[C:14]2[C:9]([C:8]([CH3:21])([CH3:20])[CH2:7][N:6]2[C:3](=[O:5])[CH3:4])=[CH:10][C:11]=1[Br:19])(=[O:17])=[O:16], predict the reactants needed to synthesize it. The reactants are: [CH3:1][NH2:2].[C:3]([N:6]1[C:14]2[C:9](=[CH:10][C:11]([Br:19])=[C:12]([S:15](Cl)(=[O:17])=[O:16])[CH:13]=2)[C:8]([CH3:21])([CH3:20])[CH2:7]1)(=[O:5])[CH3:4].